Dataset: NCI-60 drug combinations with 297,098 pairs across 59 cell lines. Task: Regression. Given two drug SMILES strings and cell line genomic features, predict the synergy score measuring deviation from expected non-interaction effect. (1) Drug 2: CCCS(=O)(=O)NC1=C(C(=C(C=C1)F)C(=O)C2=CNC3=C2C=C(C=N3)C4=CC=C(C=C4)Cl)F. Cell line: SF-268. Synergy scores: CSS=3.22, Synergy_ZIP=-3.79, Synergy_Bliss=0.537, Synergy_Loewe=-34.8, Synergy_HSA=-4.47. Drug 1: C1=CC(=CC=C1CC(C(=O)O)N)N(CCCl)CCCl.Cl. (2) Synergy scores: CSS=-9.46, Synergy_ZIP=1.62, Synergy_Bliss=-5.37, Synergy_Loewe=-10.3, Synergy_HSA=-9.35. Drug 1: CC1=CC2C(CCC3(C2CCC3(C(=O)C)OC(=O)C)C)C4(C1=CC(=O)CC4)C. Drug 2: N.N.Cl[Pt+2]Cl. Cell line: OVCAR-5.